This data is from Forward reaction prediction with 1.9M reactions from USPTO patents (1976-2016). The task is: Predict the product of the given reaction. Given the reactants C([O-])(O)=O.[Na+].Cl.[C:7]1([CH3:15])[CH:12]=[CH:11][CH:10]=[CH:9][C:8]=1[NH:13][NH2:14], predict the reaction product. The product is: [C:7]1([CH3:15])[CH:12]=[CH:11][CH:10]=[CH:9][C:8]=1[NH:13][NH2:14].